This data is from Forward reaction prediction with 1.9M reactions from USPTO patents (1976-2016). The task is: Predict the product of the given reaction. (1) Given the reactants ClC(Cl)(O[C:5](=[O:11])OC(Cl)(Cl)Cl)Cl.[CH2:13]([C:16]1([CH2:33][CH:34]=[CH2:35])[C:31](=[O:32])[N:19]2[CH2:20][CH2:21][NH:22][C@@H:23]([C:24]3[CH:29]=[CH:28][CH:27]=[CH:26][C:25]=3[CH3:30])[C@@H:18]2[CH2:17]1)[CH:14]=[CH2:15].[CH3:36][NH:37][CH2:38][C:39]1[CH:44]=[C:43]([CH3:45])[CH:42]=[C:41]([C:46]([F:49])([F:48])[F:47])[N:40]=1, predict the reaction product. The product is: [CH2:33]([C:16]1([CH2:13][CH:14]=[CH2:15])[C:31](=[O:32])[N:19]2[CH2:20][CH2:21][N:22]([C:5]([N:37]([CH3:36])[CH2:38][C:39]3[CH:44]=[C:43]([CH3:45])[CH:42]=[C:41]([C:46]([F:49])([F:47])[F:48])[N:40]=3)=[O:11])[C@@H:23]([C:24]3[CH:29]=[CH:28][CH:27]=[CH:26][C:25]=3[CH3:30])[C@@H:18]2[CH2:17]1)[CH:34]=[CH2:35]. (2) Given the reactants [F:1][C:2]1[CH:3]=[C:4]([OH:10])[CH:5]=[C:6]([F:9])[C:7]=1[F:8].C(=O)([O-])[O-].[K+].[K+].Cl[C:18]1([C:25]([O:27][CH2:28][CH3:29])=[O:26])[CH2:23][CH2:22][CH2:21][NH:20][C:19]1=[O:24].O, predict the reaction product. The product is: [O:24]=[C:19]1[C:18]([O:10][C:4]2[CH:3]=[C:2]([F:1])[C:7]([F:8])=[C:6]([F:9])[CH:5]=2)([C:25]([O:27][CH2:28][CH3:29])=[O:26])[CH2:23][CH2:22][CH2:21][NH:20]1. (3) Given the reactants Cl.[N:2]1[CH:7]=[CH:6][CH:5]=[C:4]([C:8]2[CH:16]=[CH:15][C:11]([C:12]([OH:14])=O)=[CH:10][CH:9]=2)[CH:3]=1.FC(F)(F)C(O)=O.[Cl:24][C:25]1[CH:26]=[C:27]2[C:32](=[CH:33][CH:34]=1)[CH:31]=[C:30]([S:35]([N:38]1[CH2:43][CH2:42][NH:41][CH2:40][CH2:39]1)(=[O:37])=[O:36])[CH:29]=[CH:28]2, predict the reaction product. The product is: [ClH:24].[Cl:24][C:25]1[CH:26]=[C:27]2[C:32](=[CH:33][CH:34]=1)[CH:31]=[C:30]([S:35]([N:38]1[CH2:39][CH2:40][N:41]([C:12](=[O:14])[C:11]3[CH:10]=[CH:9][C:8]([C:4]4[CH:3]=[N:2][CH:7]=[CH:6][CH:5]=4)=[CH:16][CH:15]=3)[CH2:42][CH2:43]1)(=[O:36])=[O:37])[CH:29]=[CH:28]2. (4) Given the reactants Cl.[F:2][C:3]1[N:8]=[CH:7][C:6]([N:9]2[CH2:13][CH2:12][CH:11]([NH2:14])[CH2:10]2)=[CH:5][CH:4]=1.C(N(CC)CC)C.[Cl:22][C:23]1[CH:30]=[CH:29][C:26]([CH:27]=O)=[C:25]([F:31])[CH:24]=1.[BH4-].[Na+], predict the reaction product. The product is: [Cl:22][C:23]1[CH:30]=[CH:29][C:26]([CH2:27][NH:14][C@H:11]2[CH2:12][CH2:13][N:9]([C:6]3[CH:7]=[N:8][C:3]([F:2])=[CH:4][CH:5]=3)[CH2:10]2)=[C:25]([F:31])[CH:24]=1.